This data is from CYP2D6 inhibition data for predicting drug metabolism from PubChem BioAssay. The task is: Regression/Classification. Given a drug SMILES string, predict its absorption, distribution, metabolism, or excretion properties. Task type varies by dataset: regression for continuous measurements (e.g., permeability, clearance, half-life) or binary classification for categorical outcomes (e.g., BBB penetration, CYP inhibition). Dataset: cyp2d6_veith. (1) The compound is CCC(=O)Nc1ccc(NC(=O)CSc2nnnn2-c2cccnc2)cc1C. The result is 0 (non-inhibitor). (2) The molecule is COc1cccc([C@H](O)Cn2cc(-c3cccc(CON=C(C)C)c3)nn2)c1. The result is 0 (non-inhibitor). (3) The result is 0 (non-inhibitor). The compound is CO[C@H]1COC(=O)[C@@H](CCSC)NC(=O)C/C=C\[C@@H](C)COC(=O)[C@@H](OCc2ccccc2)/C=C\[C@@H]1C. (4) The compound is COc1ccccc1Cn1c(=S)[nH]c2cc(C(=O)N3CCN(C)CC3)ccc2c1=O. The result is 0 (non-inhibitor). (5) The molecule is CO/N=C1\[C@@H]2CCn3c(=O)n(-c4ccccc4)c(=O)n3[C@H]2[C@H](O)[C@H]2O[C@H]12. The result is 0 (non-inhibitor). (6) The molecule is Cc1c(NC(=O)Nc2c(Cl)cccc2Cl)c(=O)n(-c2ccccc2)n1C. The result is 0 (non-inhibitor). (7) The molecule is CC(O)CN(CCC(N)=O)CCC(N)=O.O=C(O)C(=O)O. The result is 0 (non-inhibitor). (8) The compound is CCCNC(=O)Nc1ccc2c(c1)nc(C)n2C. The result is 0 (non-inhibitor). (9) The compound is COC(=O)[C@@]1(Cc2ccc(OC)cc2)[C@H]2c3cc(C(=O)N4CCCC4)n(Cc4ccc(C(F)(F)F)nc4)c3C[C@H]2CN1C(=O)c1ccccc1. The result is 0 (non-inhibitor).